From a dataset of NCI-60 drug combinations with 297,098 pairs across 59 cell lines. Regression. Given two drug SMILES strings and cell line genomic features, predict the synergy score measuring deviation from expected non-interaction effect. (1) Drug 1: CC(C)(C#N)C1=CC(=CC(=C1)CN2C=NC=N2)C(C)(C)C#N. Synergy scores: CSS=0.908, Synergy_ZIP=-2.05, Synergy_Bliss=-2.28, Synergy_Loewe=-0.635, Synergy_HSA=-1.35. Drug 2: C#CCC(CC1=CN=C2C(=N1)C(=NC(=N2)N)N)C3=CC=C(C=C3)C(=O)NC(CCC(=O)O)C(=O)O. Cell line: UACC-257. (2) Drug 1: C1=CC(=C2C(=C1NCCNCCO)C(=O)C3=C(C=CC(=C3C2=O)O)O)NCCNCCO. Drug 2: CC=C1C(=O)NC(C(=O)OC2CC(=O)NC(C(=O)NC(CSSCCC=C2)C(=O)N1)C(C)C)C(C)C. Cell line: NCI-H226. Synergy scores: CSS=84.3, Synergy_ZIP=10.8, Synergy_Bliss=10.3, Synergy_Loewe=6.70, Synergy_HSA=14.5. (3) Drug 1: CCN(CC)CCNC(=O)C1=C(NC(=C1C)C=C2C3=C(C=CC(=C3)F)NC2=O)C. Drug 2: CC(C)NC(=O)C1=CC=C(C=C1)CNNC.Cl. Cell line: A549. Synergy scores: CSS=-1.59, Synergy_ZIP=0.752, Synergy_Bliss=-2.39, Synergy_Loewe=0.114, Synergy_HSA=-5.52. (4) Drug 1: C1CCN(CC1)CCOC2=CC=C(C=C2)C(=O)C3=C(SC4=C3C=CC(=C4)O)C5=CC=C(C=C5)O. Drug 2: COC1=C(C=C2C(=C1)N=CN=C2NC3=CC(=C(C=C3)F)Cl)OCCCN4CCOCC4. Cell line: K-562. Synergy scores: CSS=40.8, Synergy_ZIP=1.08, Synergy_Bliss=2.26, Synergy_Loewe=1.13, Synergy_HSA=0.833. (5) Drug 1: C1=C(C(=O)NC(=O)N1)F. Drug 2: N.N.Cl[Pt+2]Cl. Cell line: OVCAR-5. Synergy scores: CSS=29.5, Synergy_ZIP=0.120, Synergy_Bliss=-2.02, Synergy_Loewe=-5.85, Synergy_HSA=-2.69.